Task: Predict the product of the given reaction.. Dataset: Forward reaction prediction with 1.9M reactions from USPTO patents (1976-2016) (1) Given the reactants I[C:2]1[CH:23]=[CH:22][C:5]([C:6]([N:8]2[C:14]3[CH:15]=[CH:16][CH:17]=[CH:18][C:13]=3[CH2:12][N:11]3[CH:19]=[CH:20][CH:21]=[C:10]3[CH2:9]2)=[O:7])=[C:4]([O:24][CH3:25])[CH:3]=1.[CH3:26][C:27]1[CH:32]=[CH:31][CH:30]=[CH:29][C:28]=1B(O)O.[C:36](=O)([O-:38])[O-:37].[Na+].[Na+], predict the reaction product. The product is: [CH3:25][O:24][C:4]1[CH:3]=[C:2]([C:28]2[CH:29]=[CH:30][CH:31]=[CH:32][C:27]=2[CH3:26])[CH:23]=[CH:22][C:5]=1[C:6]([N:8]1[C:14]2[CH:15]=[CH:16][CH:17]=[CH:18][C:13]=2[CH2:12][N:11]2[C:19]([C:36]([OH:38])=[O:37])=[CH:20][CH:21]=[C:10]2[CH2:9]1)=[O:7]. (2) The product is: [Cl:14][CH2:2][N:3]1[CH:7]=[C:6]([C:8]([O:10][CH3:11])=[O:9])[CH:5]=[N:4]1. Given the reactants O[CH2:2][N:3]1[CH:7]=[C:6]([C:8]([O:10][CH3:11])=[O:9])[CH:5]=[N:4]1.S(Cl)([Cl:14])=O, predict the reaction product. (3) Given the reactants [Cl:1][C:2]1[CH:3]=[C:4]([C@H:9]([CH2:21][CH:22]=O)[CH2:10][N:11]([CH3:20])[C:12](=[O:19])[C:13]2[CH:18]=[CH:17][CH:16]=[CH:15][CH:14]=2)[CH:5]=[CH:6][C:7]=1[Cl:8].[N:24]1([C:29]2([C:35]([N:37]3[CH2:41][CH2:40][CH2:39][CH2:38]3)=[O:36])[CH2:34][CH2:33][NH:32][CH2:31][CH2:30]2)[CH2:28][CH2:27][CH2:26][CH2:25]1.C([O-])(=O)C.[Na+].C(O[BH-](OC(=O)C)OC(=O)C)(=O)C.[Na+], predict the reaction product. The product is: [Cl:1][C:2]1[CH:3]=[C:4]([C@H:9]([CH2:21][CH2:22][N:32]2[CH2:33][CH2:34][C:29]([N:24]3[CH2:28][CH2:27][CH2:26][CH2:25]3)([C:35]([N:37]3[CH2:38][CH2:39][CH2:40][CH2:41]3)=[O:36])[CH2:30][CH2:31]2)[CH2:10][N:11]([CH3:20])[C:12](=[O:19])[C:13]2[CH:14]=[CH:15][CH:16]=[CH:17][CH:18]=2)[CH:5]=[CH:6][C:7]=1[Cl:8]. (4) Given the reactants [C:1]1([C:26]2[CH:31]=[CH:30][CH:29]=[CH:28][CH:27]=2)[CH:6]=[CH:5][C:4](/[C:7](/I)=[CH:8]/[CH2:9][S:10][C:11]2[CH:23]=[CH:22][C:14]([O:15][CH2:16][C:17]([O:19][CH2:20][CH3:21])=[O:18])=[C:13]([CH3:24])[CH:12]=2)=[CH:3][CH:2]=1.[C:32]([C:34]1[CH:39]=[CH:38][C:37]([O:40][CH3:41])=[CH:36][CH:35]=1)#[CH:33].C(NC(C)C)(C)C, predict the reaction product. The product is: [CH3:41][O:40][C:37]1[CH:38]=[CH:39][C:34]([C:32]#[C:33]/[C:7](/[C:4]2[CH:5]=[CH:6][C:1]([C:26]3[CH:31]=[CH:30][CH:29]=[CH:28][CH:27]=3)=[CH:2][CH:3]=2)=[CH:8]\[CH2:9][S:10][C:11]2[CH:23]=[CH:22][C:14]([O:15][CH2:16][C:17]([O:19][CH2:20][CH3:21])=[O:18])=[C:13]([CH3:24])[CH:12]=2)=[CH:35][CH:36]=1. (5) Given the reactants [H-].[Al+3].[Li+].[H-].[H-].[H-].[N:7]1[CH:12]=[CH:11][CH:10]=[CH:9][C:8]=1[CH2:13][N:14]1[CH2:19][CH2:18][N:17]([CH2:20][C:21]#[N:22])[CH2:16][CH2:15]1, predict the reaction product. The product is: [N:7]1[CH:12]=[CH:11][CH:10]=[CH:9][C:8]=1[CH2:13][N:14]1[CH2:15][CH2:16][N:17]([CH2:20][CH2:21][NH2:22])[CH2:18][CH2:19]1.